The task is: Predict the reactants needed to synthesize the given product.. This data is from Retrosynthesis with 50K atom-mapped reactions and 10 reaction types from USPTO. (1) Given the product CC(C)(C)C(=O)OC1=C(c2ccccc2C(F)(F)F)S(=O)(=O)Cc2cccnc21, predict the reactants needed to synthesize it. The reactants are: CC(C)(C)C(=O)Cl.O=S1(=O)Cc2cccnc2C(O)=C1c1ccccc1C(F)(F)F. (2) Given the product COc1c(Cl)c(C)c(C(C)=O)c(OCCCBr)c1OCCC(C)c1ccc(F)cc1, predict the reactants needed to synthesize it. The reactants are: BrCCCBr.COc1c(Cl)c(C)c(C(C)=O)c(O)c1OCCC(C)c1ccc(F)cc1. (3) Given the product CCCn1c(=O)n(Cc2ccc(Cl)cc2)c(=O)c2c1nc(CC)n2C, predict the reactants needed to synthesize it. The reactants are: CCCn1c(=O)[nH]c(=O)c2c1nc(CC)n2C.Clc1ccc(CBr)cc1. (4) Given the product Cc1cc(Nc2nccc(O[C@@H]3CCNC3)n2)cc(-c2cnc(N3CCCNC(=O)C3)s2)c1, predict the reactants needed to synthesize it. The reactants are: Cc1cc(Nc2nccc(O[C@@H]3CCN(C(=O)OC(C)(C)C)C3)n2)cc(-c2cnc(N3CCCNC(=O)C3)s2)c1. (5) Given the product C[C@H](Nc1cc(C(N)=O)nc(-c2ccc(O)cc2)n1)C(N)=O, predict the reactants needed to synthesize it. The reactants are: C[C@H](Nc1cc(C(N)=O)nc(Cl)n1)C(N)=O.OB(O)c1ccc(O)cc1. (6) Given the product COc1ccc(Nc2cccc(Cl)c2[N+](=O)[O-])cc1, predict the reactants needed to synthesize it. The reactants are: COc1ccc(N)cc1.O=[N+]([O-])c1c(Cl)cccc1Cl. (7) Given the product OCC#Cc1ccc(Br)cn1, predict the reactants needed to synthesize it. The reactants are: Brc1ccc(Br)nc1.C#CCO.